This data is from Choline transporter screen with 302,306 compounds. The task is: Binary Classification. Given a drug SMILES string, predict its activity (active/inactive) in a high-throughput screening assay against a specified biological target. (1) The drug is OCCC1N(CCN(C1)Cc1cn(nc1)c1c(OC)cccc1)C\C=C(/C)C. The result is 0 (inactive). (2) The compound is s1cc(/C=N\NC(=O)c2nnn(c2c2ccc(OCCC)cc2)c2nonc2N)cc1. The result is 0 (inactive). (3) The compound is s1c(/C(=N\N2CCN(CC2)c2ccccc2)C)ccc1. The result is 0 (inactive).